From a dataset of HIV replication inhibition screening data with 41,000+ compounds from the AIDS Antiviral Screen. Binary Classification. Given a drug SMILES string, predict its activity (active/inactive) in a high-throughput screening assay against a specified biological target. (1) The molecule is COC(CC[PH](c1ccccc1)(c1ccccc1)c1ccccc1)(C(=O)c1ccccc1)c1ccccc1. The result is 0 (inactive). (2) The drug is Clc1ccc(NC2=NCCN=C(Nc3ccc(Cl)cc3)SS2)cc1. The result is 0 (inactive). (3) The molecule is C[n+]1c(-c2ccc(C=NNC(=O)NN=Cc3ccc(-c4cn5ccccc5[n+]4C)cc3)cc2)cn2ccccc21.Cc1ccc(S(=O)(=O)O)cc1. The result is 1 (active). (4) The drug is CCOC(=O)c1cnc2cc3cccccc3n2c1=O. The result is 0 (inactive).